This data is from NCI-60 drug combinations with 297,098 pairs across 59 cell lines. The task is: Regression. Given two drug SMILES strings and cell line genomic features, predict the synergy score measuring deviation from expected non-interaction effect. (1) Drug 1: CC12CCC3C(C1CCC2=O)CC(=C)C4=CC(=O)C=CC34C. Drug 2: C1C(C(OC1N2C=NC3=C2NC=NCC3O)CO)O. Cell line: SN12C. Synergy scores: CSS=31.7, Synergy_ZIP=-1.49, Synergy_Bliss=-0.665, Synergy_Loewe=1.40, Synergy_HSA=1.75. (2) Drug 1: C1=CC(=CC=C1CCC2=CNC3=C2C(=O)NC(=N3)N)C(=O)NC(CCC(=O)O)C(=O)O. Drug 2: B(C(CC(C)C)NC(=O)C(CC1=CC=CC=C1)NC(=O)C2=NC=CN=C2)(O)O. Cell line: RPMI-8226. Synergy scores: CSS=38.3, Synergy_ZIP=-2.41, Synergy_Bliss=-5.30, Synergy_Loewe=-3.65, Synergy_HSA=-3.13. (3) Drug 1: CC1OCC2C(O1)C(C(C(O2)OC3C4COC(=O)C4C(C5=CC6=C(C=C35)OCO6)C7=CC(=C(C(=C7)OC)O)OC)O)O. Drug 2: CC1=CC2C(CCC3(C2CCC3(C(=O)C)OC(=O)C)C)C4(C1=CC(=O)CC4)C. Cell line: MOLT-4. Synergy scores: CSS=76.0, Synergy_ZIP=7.12, Synergy_Bliss=6.75, Synergy_Loewe=-18.2, Synergy_HSA=8.23. (4) Drug 1: C1C(C(OC1N2C=NC3=C(N=C(N=C32)Cl)N)CO)O. Drug 2: C1CCC(C(C1)N)N.C(=O)(C(=O)[O-])[O-].[Pt+4]. Cell line: TK-10. Synergy scores: CSS=12.8, Synergy_ZIP=-6.27, Synergy_Bliss=-1.50, Synergy_Loewe=-2.07, Synergy_HSA=0.127. (5) Drug 1: CC1=CC=C(C=C1)C2=CC(=NN2C3=CC=C(C=C3)S(=O)(=O)N)C(F)(F)F. Drug 2: C1=CC=C(C=C1)NC(=O)CCCCCCC(=O)NO. Cell line: HCT-15. Synergy scores: CSS=1.82, Synergy_ZIP=6.31, Synergy_Bliss=0.287, Synergy_Loewe=-5.66, Synergy_HSA=-3.05. (6) Drug 1: CC1OCC2C(O1)C(C(C(O2)OC3C4COC(=O)C4C(C5=CC6=C(C=C35)OCO6)C7=CC(=C(C(=C7)OC)O)OC)O)O. Drug 2: CC1=C2C(C(=O)C3(C(CC4C(C3C(C(C2(C)C)(CC1OC(=O)C(C(C5=CC=CC=C5)NC(=O)C6=CC=CC=C6)O)O)OC(=O)C7=CC=CC=C7)(CO4)OC(=O)C)O)C)OC(=O)C. Cell line: 786-0. Synergy scores: CSS=48.9, Synergy_ZIP=-8.07, Synergy_Bliss=-5.29, Synergy_Loewe=-3.40, Synergy_HSA=-0.805. (7) Drug 1: C1=CC(=C2C(=C1NCCNCCO)C(=O)C3=C(C=CC(=C3C2=O)O)O)NCCNCCO. Drug 2: CCC1(C2=C(COC1=O)C(=O)N3CC4=CC5=C(C=CC(=C5CN(C)C)O)N=C4C3=C2)O.Cl. Cell line: SK-MEL-5. Synergy scores: CSS=25.2, Synergy_ZIP=-12.4, Synergy_Bliss=-1.34, Synergy_Loewe=-3.65, Synergy_HSA=-0.325.